Dataset: Forward reaction prediction with 1.9M reactions from USPTO patents (1976-2016). Task: Predict the product of the given reaction. (1) Given the reactants [C:9](O[C:9]([O:11][C:12]([CH3:15])([CH3:14])[CH3:13])=[O:10])([O:11][C:12]([CH3:15])([CH3:14])[CH3:13])=[O:10].Cl.[CH3:17][O:18][C:19](=[O:27])[C@H:20]([CH2:22][C:23]([O:25][CH3:26])=[O:24])[NH2:21].C(N(CC)CC)C, predict the reaction product. The product is: [C:12]([O:11][C:9]([NH:21][C@@H:20]([CH2:22][C:23]([O:25][CH3:26])=[O:24])[C:19]([O:18][CH3:17])=[O:27])=[O:10])([CH3:13])([CH3:14])[CH3:15]. (2) Given the reactants [Cl:1][C:2]1[CH:3]=[C:4]([C:9]2([C:31]([F:34])([F:33])[F:32])[O:13][N:12]=[C:11]([C:14]3[C:23]4[C:18](=[CH:19][CH:20]=[CH:21][CH:22]=4)[C:17]([C:24]([NH:26][CH2:27][CH2:28][S:29][CH3:30])=[O:25])=[CH:16][CH:15]=3)[CH2:10]2)[CH:5]=[C:6]([Cl:8])[CH:7]=1.C1C=C(Cl)C=C(C(OO)=[O:43])C=1, predict the reaction product. The product is: [Cl:1][C:2]1[CH:3]=[C:4]([C:9]2([C:31]([F:32])([F:34])[F:33])[O:13][N:12]=[C:11]([C:14]3[C:23]4[C:18](=[CH:19][CH:20]=[CH:21][CH:22]=4)[C:17]([C:24]([NH:26][CH2:27][CH2:28][S:29]([CH3:30])=[O:43])=[O:25])=[CH:16][CH:15]=3)[CH2:10]2)[CH:5]=[C:6]([Cl:8])[CH:7]=1. (3) Given the reactants [NH2:1][C:2]1[CH:11]=[CH:10][C:9]([Br:12])=[CH:8][C:3]=1[C:4]([O:6][CH3:7])=[O:5].Cl.[N:14]1[CH:19]=[CH:18][CH:17]=[C:16]([CH2:20][C:21](O)=[O:22])[CH:15]=1.CN(C(ON1N=NC2C=CC=NC1=2)=[N+](C)C)C.F[P-](F)(F)(F)(F)F.CCN(C(C)C)C(C)C, predict the reaction product. The product is: [Br:12][C:9]1[CH:10]=[CH:11][C:2]([NH:1][C:21](=[O:22])[CH2:20][C:16]2[CH:15]=[N:14][CH:19]=[CH:18][CH:17]=2)=[C:3]([CH:8]=1)[C:4]([O:6][CH3:7])=[O:5]. (4) Given the reactants [C:1]([O:5][C:6]([N:8]([CH2:12][C:13]([OH:15])=O)[CH2:9][CH2:10][CH3:11])=[O:7])([CH3:4])([CH3:3])[CH3:2].[C:16]12([NH2:26])[CH2:25][CH:20]3[CH2:21][CH:22]([CH2:24][CH:18]([CH2:19]3)[CH2:17]1)[CH2:23]2.C(N(CC)C(C)C)(C)C.F[P-](F)(F)(F)(F)F.N1(OC(N(C)C)=[N+](C)C)C2N=CC=CC=2N=N1, predict the reaction product. The product is: [C:16]12([NH:26][C:13](=[O:15])[CH2:12][N:8]([C:6]([O:5][C:1]([CH3:2])([CH3:3])[CH3:4])=[O:7])[CH2:9][CH2:10][CH3:11])[CH2:23][CH:22]3[CH2:21][CH:20]([CH2:19][CH:18]([CH2:24]3)[CH2:17]1)[CH2:25]2. (5) Given the reactants I[C:2]1[C:3]([NH2:17])=[N:4][C:5](=[O:16])[N:6]([CH:15]=1)[C@@H:7]1[O:14][C@H:11]([CH2:12][OH:13])[C@@H:9]([OH:10])[CH2:8]1, predict the reaction product. The product is: [C@@H:7]1([N:6]2[CH:15]=[CH:2][C:3]([NH2:17])=[N:4][C:5]2=[O:16])[O:14][C@H:11]([CH2:12][OH:13])[C@@H:9]([OH:10])[CH2:8]1. (6) Given the reactants [CH3:1][C:2]([C:7]1[CH:12]=[CH:11][C:10]([N+:13]([O-:15])=[O:14])=[CH:9][CH:8]=1)([CH3:6])[CH2:3][C:4]#[N:5].B.C1COCC1, predict the reaction product. The product is: [CH3:6][C:2]([C:7]1[CH:8]=[CH:9][C:10]([N+:13]([O-:15])=[O:14])=[CH:11][CH:12]=1)([CH3:1])[CH2:3][CH2:4][NH2:5]. (7) Given the reactants [OH:1][C:2]([C:5]1[NH:9][N:8]=[C:7]([C:10]([OH:12])=O)[CH:6]=1)([CH3:4])[CH3:3].[NH2:13][C@@H:14]([CH3:31])[CH2:15][N:16]1[CH:20]=[CH:19][C:18]([C:21]2[CH:28]=[C:27]([F:29])[C:24]([C:25]#[N:26])=[C:23]([Cl:30])[CH:22]=2)=[N:17]1.C1C=CC2N(O)N=NC=2C=1.CN(C=O)C, predict the reaction product. The product is: [Cl:30][C:23]1[CH:22]=[C:21]([C:18]2[CH:19]=[CH:20][N:16]([CH2:15][C@@H:14]([NH:13][C:10]([C:7]3[CH:6]=[C:5]([C:2]([OH:1])([CH3:3])[CH3:4])[NH:9][N:8]=3)=[O:12])[CH3:31])[N:17]=2)[CH:28]=[C:27]([F:29])[C:24]=1[C:25]#[N:26].